This data is from Full USPTO retrosynthesis dataset with 1.9M reactions from patents (1976-2016). The task is: Predict the reactants needed to synthesize the given product. (1) Given the product [S:7]1[C:11]2[CH:12]=[C:13]([NH:16][C:5]([NH:4][CH2:3][CH2:2][Cl:1])=[O:6])[CH:14]=[CH:15][C:10]=2[N:9]=[CH:8]1, predict the reactants needed to synthesize it. The reactants are: [Cl:1][CH2:2][CH2:3][N:4]=[C:5]=[O:6].[S:7]1[C:11]2[CH:12]=[C:13]([NH2:16])[CH:14]=[CH:15][C:10]=2[N:9]=[CH:8]1.C(OCC)(=O)C. (2) Given the product [F:19][C:20]1[CH:25]=[CH:24][C:23]([O:26][CH3:27])=[CH:22][C:21]=1[C:28]1[CH:33]=[CH:32][C:31]([OH:34])=[CH:30][C:29]=1[CH2:45][C:46]([CH3:49])([CH3:48])[CH3:47], predict the reactants needed to synthesize it. The reactants are: [F-].C([N+](CCCC)(CCCC)CCCC)CCC.[F:19][C:20]1[CH:25]=[CH:24][C:23]([O:26][CH3:27])=[CH:22][C:21]=1[C:28]1[CH:33]=[CH:32][C:31]([O:34][Si](C(C)C)(C(C)C)C(C)C)=[CH:30][C:29]=1[CH2:45][C:46]([CH3:49])([CH3:48])[CH3:47].O. (3) Given the product [CH2:1]([NH:8][C:9](=[O:46])[C:10](=[O:45])[C@@H:11]([NH:16][C:17](=[O:44])[C@@H:18]([NH:29][C:30](=[O:43])[C@@H:31]([NH:33][C:34](=[O:42])[CH2:35][N:36]1[CH2:41][CH2:40][O:39][CH2:38][CH2:37]1)[CH3:32])[CH2:19][C:20]1[C:28]2[C:23](=[CH:24][CH:25]=[CH:26][CH:27]=2)[NH:22][CH:21]=1)[CH2:12][CH2:13][CH2:14][CH3:15])[C:2]1[CH:3]=[CH:4][CH:5]=[CH:6][CH:7]=1, predict the reactants needed to synthesize it. The reactants are: [CH2:1]([NH:8][C:9](=[O:46])[C@@H:10]([OH:45])[CH:11]([NH:16][C:17](=[O:44])[C@@H:18]([NH:29][C:30](=[O:43])[C@@H:31]([NH:33][C:34](=[O:42])[CH2:35][N:36]1[CH2:41][CH2:40][O:39][CH2:38][CH2:37]1)[CH3:32])[CH2:19][C:20]1[C:28]2[C:23](=[CH:24][CH:25]=[CH:26][CH:27]=2)[NH:22][CH:21]=1)[CH2:12][CH2:13][CH2:14][CH3:15])[C:2]1[CH:7]=[CH:6][CH:5]=[CH:4][CH:3]=1.CC(OI1(OC(C)=O)(OC(C)=O)OC(=O)C2C=CC=CC1=2)=O.